This data is from Catalyst prediction with 721,799 reactions and 888 catalyst types from USPTO. The task is: Predict which catalyst facilitates the given reaction. (1) Reactant: [CH2:1]([C@@:8]1([O:14][C@H:13]([CH2:15][O:16][C:17](=[O:22])[C:18]([CH3:21])([CH3:20])[CH3:19])[C:12](=[CH2:23])[C@@:10]1([CH2:24][O:25][CH3:26])[OH:11])[OH:9])[C:2]1[CH:7]=[CH:6][CH:5]=[CH:4][CH:3]=1.C12BC(CCC1)CCC2.[OH-:36].[Na+].OO. Product: [CH2:1]([C@@:8]1([O:14][C@H:13]([CH2:15][O:16][C:17](=[O:22])[C:18]([CH3:21])([CH3:20])[CH3:19])[C@H:12]([CH2:23][OH:36])[C@@:10]1([CH2:24][O:25][CH3:26])[OH:11])[OH:9])[C:2]1[CH:3]=[CH:4][CH:5]=[CH:6][CH:7]=1. The catalyst class is: 56. (2) Reactant: C([O:3][C:4]1[N:5]([C:23]2[CH:28]=[CH:27][CH:26]=[C:25]([C:29]([F:32])([F:31])[F:30])[CH:24]=2)[C:6]([CH3:22])=[C:7]([C:9]2[N:13]([C:14]3[CH:21]=[CH:20][C:17]([C:18]#[N:19])=[CH:16][CH:15]=3)[N:12]=[CH:11][N:10]=2)[N:8]=1)C.Cl. Product: [CH3:22][C:6]1[N:5]([C:23]2[CH:28]=[CH:27][CH:26]=[C:25]([C:29]([F:31])([F:32])[F:30])[CH:24]=2)[C:4](=[O:3])[NH:8][C:7]=1[C:9]1[N:13]([C:14]2[CH:15]=[CH:16][C:17]([C:18]#[N:19])=[CH:20][CH:21]=2)[N:12]=[CH:11][N:10]=1. The catalyst class is: 21. (3) Reactant: O[CH2:2][C:3]1[CH:22]=[CH:21][C:6]([CH2:7][C@@H:8]([C:17]([O:19][CH3:20])=[O:18])[NH:9][C:10]([O:12][C:13]([CH3:16])([CH3:15])[CH3:14])=[O:11])=[CH:5][CH:4]=1.C1(P(C2C=CC=CC=2)C2C=CC=CC=2)C=CC=CC=1.C(Br)(Br)(Br)[Br:43]. Product: [Br:43][CH2:2][C:3]1[CH:22]=[CH:21][C:6]([CH2:7][C@@H:8]([C:17]([O:19][CH3:20])=[O:18])[NH:9][C:10]([O:12][C:13]([CH3:16])([CH3:15])[CH3:14])=[O:11])=[CH:5][CH:4]=1. The catalyst class is: 1. (4) Reactant: N[C:2]1[N:10]=[CH:9][CH:8]=[CH:7][C:3]=1[C:4]([OH:6])=O.[NH:11]([C:17]([O:19][C:20]([CH3:23])([CH3:22])[CH3:21])=[O:18])CCC(O)=O.P(O[C:26]1[CH:31]=CC=[CH:28][CH:27]=1)(O[C:26]1[CH:31]=CC=[CH:28][CH:27]=1)O[C:26]1[CH:31]=CC=[CH:28][CH:27]=1.[CH3:46][O:47][C:48]1[CH:53]=[CH:52][C:51]([NH2:54])=[CH:50][CH:49]=1. Product: [CH3:46][O:47][C:48]1[CH:53]=[CH:52][C:51]([N:54]2[C:4](=[O:6])[C:3]3[C:2](=[CH:31][CH:26]=[CH:27][CH:28]=3)[N:10]=[C:9]2[CH2:8][CH2:7][NH:11][C:17](=[O:18])[O:19][C:20]([CH3:21])([CH3:22])[CH3:23])=[CH:50][CH:49]=1. The catalyst class is: 17. (5) Reactant: [Si](C=[N+]=[N-])(C)(C)[CH3:2].[OH:8][C@@H:9]1[CH2:13][O:12][C@@H:11]2[C@H:14]([O:17][C:18]3[N:19]([CH2:49][O:50][CH2:51][CH2:52][Si:53]([CH3:56])([CH3:55])[CH3:54])[C:20]4[C:21]([N:48]=3)=[N:22][C:23]([C:27]3[CH:32]=[CH:31][C:30]([C:33]5[N:38]=[CH:37][C:36]([N:39]6[CH:43]=[C:42]([CH2:44][C:45]([OH:47])=[O:46])[CH:41]=[N:40]6)=[CH:35][CH:34]=5)=[CH:29][CH:28]=3)=[C:24]([Cl:26])[CH:25]=4)[CH2:15][O:16][C@H:10]12. Product: [OH:8][C@@H:9]1[CH2:13][O:12][C@@H:11]2[C@H:14]([O:17][C:18]3[N:19]([CH2:49][O:50][CH2:51][CH2:52][Si:53]([CH3:55])([CH3:54])[CH3:56])[C:20]4[C:21]([N:48]=3)=[N:22][C:23]([C:27]3[CH:32]=[CH:31][C:30]([C:33]5[N:38]=[CH:37][C:36]([N:39]6[CH:43]=[C:42]([CH2:44][C:45]([O:47][CH3:2])=[O:46])[CH:41]=[N:40]6)=[CH:35][CH:34]=5)=[CH:29][CH:28]=3)=[C:24]([Cl:26])[CH:25]=4)[CH2:15][O:16][C@H:10]12. The catalyst class is: 100. (6) Product: [Br:16][CH:8]1[C:2](=[O:1])[CH2:3][CH2:4][N:5]([C:9]([O:11][C:12]([CH3:15])([CH3:14])[CH3:13])=[O:10])[CH2:6][CH2:7]1. Reactant: [O:1]=[C:2]1[CH2:8][CH2:7][CH2:6][N:5]([C:9]([O:11][C:12]([CH3:15])([CH3:14])[CH3:13])=[O:10])[CH2:4][CH2:3]1.[Br:16]Br.C(N(CC)CC)C.CC(OC(OC(OC(C)(C)C)=O)=O)(C)C. The catalyst class is: 22. (7) Reactant: I[C:2]1[CH:11]=[CH:10][CH:9]=[C:8]2[C:3]=1[C:4](=[O:15])[N:5]([CH3:14])[C:6](=[O:13])[N:7]2[CH3:12].[F-].[Cs+].[CH2:18](B1OC(C)(C)C(C)(C)O1)[CH:19]=[CH2:20]. Product: [CH2:20]([C:2]1[CH:11]=[CH:10][CH:9]=[C:8]2[C:3]=1[C:4](=[O:15])[N:5]([CH3:14])[C:6](=[O:13])[N:7]2[CH3:12])[CH:19]=[CH2:18]. The catalyst class is: 70. (8) Reactant: CN([CH2:4][CH2:5]N(C)C)C.[CH2:9]([N:11]([CH2:22][CH3:23])[C:12](=[O:21])[O:13][C:14]1[CH:19]=[CH:18][CH:17]=[C:16]([Cl:20])[CH:15]=1)[CH3:10].C([Li])(CC)C.C(I)C. Product: [CH2:22]([N:11]([CH2:9][CH3:10])[C:12](=[O:21])[O:13][C:14]1[CH:19]=[CH:18][CH:17]=[C:16]([Cl:20])[C:15]=1[CH2:4][CH3:5])[CH3:23]. The catalyst class is: 7.